Dataset: Reaction yield outcomes from USPTO patents with 853,638 reactions. Task: Predict the reaction yield, written as a fraction of the theoretical maximum amount of product (1.0 means a 100% yield; for example, 0.34 means a 34% yield). (1) The reactants are [Si:1]([O:8][C@H:9]([C:43]1[CH:44]=[N:45][CH:46]=[CH:47][CH:48]=1)[CH2:10][N:11]([CH2:19][C@@H:20]1[CH2:29][CH2:28][C:27]2[C:22](=[CH:23][CH:24]=[C:25]([C:30]3[CH:31]=[CH:32][C:33]4[C:38](=[O:39])[O:37][C:36](C)(C)[O:35][C:34]=4[CH:42]=3)[CH:26]=2)[O:21]1)[C:12](=[O:18])[O:13][C:14]([CH3:17])([CH3:16])[CH3:15])([C:4]([CH3:7])([CH3:6])[CH3:5])([CH3:3])[CH3:2].C(=O)([O-])[O-].[K+].[K+]. The catalyst is CO. The product is [C:14]([O:13][C:12]([N:11]([CH2:19][C@@H:20]1[CH2:29][CH2:28][C:27]2[C:22](=[CH:23][CH:24]=[C:25]([C:30]3[CH:31]=[CH:32][C:33]([C:38]([O:37][CH3:36])=[O:39])=[C:34]([OH:35])[CH:42]=3)[CH:26]=2)[O:21]1)[CH2:10][C@H:9]([O:8][Si:1]([C:4]([CH3:7])([CH3:6])[CH3:5])([CH3:3])[CH3:2])[C:43]1[CH:44]=[N:45][CH:46]=[CH:47][CH:48]=1)=[O:18])([CH3:15])([CH3:16])[CH3:17]. The yield is 0.940. (2) The reactants are [F:1][C:2]1[CH:7]=[CH:6][C:5]([C:8]2[O:12][N:11]=[CH:10][C:9]=2[CH2:13][CH2:14][C:15]([OH:17])=[O:16])=[CH:4][CH:3]=1.S(=O)(=O)(O)O.[CH3:23]O. No catalyst specified. The product is [F:1][C:2]1[CH:3]=[CH:4][C:5]([C:8]2[O:12][N:11]=[CH:10][C:9]=2[CH2:13][CH2:14][C:15]([O:17][CH3:23])=[O:16])=[CH:6][CH:7]=1. The yield is 0.900. (3) The reactants are [H-].[Na+].[O:3]=[C:4]([CH2:11][CH2:12][CH3:13])[CH2:5][C:6]([O:8][CH2:9][CH3:10])=[O:7].Br[CH2:15][C:16]1[S:20][C:19]([C:21]2[CH:28]=[CH:27][CH:26]=[CH:25][C:22]=2[C:23]#[N:24])=[CH:18][CH:17]=1.Cl. The catalyst is O1CCCC1. The product is [C:23]([C:22]1[CH:25]=[CH:26][CH:27]=[CH:28][C:21]=1[C:19]1[S:20][C:16]([CH2:15][CH:5]([C:4](=[O:3])[CH2:11][CH2:12][CH3:13])[C:6]([O:8][CH2:9][CH3:10])=[O:7])=[CH:17][CH:18]=1)#[N:24]. The yield is 0.810. (4) The reactants are Br[C:2]1[CH:7]=[CH:6][C:5]([S:8]([NH:11][CH2:12][CH2:13][N:14]2[CH2:19][CH2:18][O:17][CH2:16][CH2:15]2)(=[O:10])=[O:9])=[C:4]([CH3:20])[CH:3]=1.[C:21](=[N:34][NH2:35])([C:28]1[CH:33]=[CH:32][CH:31]=[CH:30][CH:29]=1)[C:22]1[CH:27]=[CH:26][CH:25]=[CH:24][CH:23]=1.CC(C)([O-])C.[Na+]. The catalyst is C1(C)C=CC=CC=1.C([O-])(=O)C.[Pd+2].C([O-])(=O)C.CC1(C)C2C=CC=C(P(C3C=CC=CC=3)C3C=CC=CC=3)C=2OC2C1=CC=CC=2P(C1C=CC=CC=1)C1C=CC=CC=1. The product is [C:21](=[N:34][NH:35][C:2]1[CH:7]=[CH:6][C:5]([S:8]([NH:11][CH2:12][CH2:13][N:14]2[CH2:19][CH2:18][O:17][CH2:16][CH2:15]2)(=[O:10])=[O:9])=[C:4]([CH3:20])[CH:3]=1)([C:28]1[CH:29]=[CH:30][CH:31]=[CH:32][CH:33]=1)[C:22]1[CH:27]=[CH:26][CH:25]=[CH:24][CH:23]=1. The yield is 0.800. (5) The catalyst is C(Cl)(Cl)Cl. The reactants are C(N(CC)CC)C.[CH:8]([C:11]1[CH:16]=[CH:15][C:14]([C:17]2[C:21]3[C:22]([CH3:29])=[C:23]([OH:28])[C:24]([CH3:27])=[C:25]([CH3:26])[C:20]=3[O:19][C:18]=2[CH3:30])=[CH:13][CH:12]=1)([CH3:10])[CH3:9].[CH3:31][O:32][C:33]1[CH:41]=[CH:40][C:36]([C:37](Cl)=[O:38])=[CH:35][CH:34]=1.O. The yield is 0.790. The product is [CH3:31][O:32][C:33]1[CH:41]=[CH:40][C:36]([C:37]([O:28][C:23]2[C:24]([CH3:27])=[C:25]([CH3:26])[C:20]3[O:19][C:18]([CH3:30])=[C:17]([C:14]4[CH:15]=[CH:16][C:11]([CH:8]([CH3:10])[CH3:9])=[CH:12][CH:13]=4)[C:21]=3[C:22]=2[CH3:29])=[O:38])=[CH:35][CH:34]=1. (6) The reactants are [C:1]([O:4][C:5]1[S:13][C:12]2[CH2:11][CH2:10][N:9]([CH:14]([C:22]([CH:24]3[CH2:26][CH2:25]3)=[O:23])[C:15]3[CH:20]=[CH:19][CH:18]=[CH:17][C:16]=3[F:21])[CH2:8][C:7]=2[CH:6]=1)(=[O:3])[CH3:2].[S:27](=[O:31])(=[O:30])([OH:29])[OH:28]. The catalyst is CC(C)=O. The product is [S:27](=[O:29])(=[O:28])([OH:31])[OH:30].[C:1]([O:4][C:5]1[S:13][C:12]2[CH2:11][CH2:10][N:9]([CH:14]([C:22]([CH:24]3[CH2:26][CH2:25]3)=[O:23])[C:15]3[CH:20]=[CH:19][CH:18]=[CH:17][C:16]=3[F:21])[CH2:8][C:7]=2[CH:6]=1)(=[O:3])[CH3:2]. The yield is 0.761. (7) The reactants are [OH:1][CH2:2][CH:3]1[CH2:8][CH2:7][N:6]([C:9]([O:11][CH2:12][C:13]2[CH:18]=[CH:17][CH:16]=[CH:15][CH:14]=2)=[O:10])[CH2:5][CH2:4]1.[H-].[Na+].Br[CH2:22][CH2:23][O:24][Si:25]([C:28]([CH3:31])([CH3:30])[CH3:29])([CH3:27])[CH3:26]. No catalyst specified. The product is [Si:25]([O:24][CH2:23][CH2:22][O:1][CH2:2][CH:3]1[CH2:8][CH2:7][N:6]([C:9]([O:11][CH2:12][C:13]2[CH:14]=[CH:15][CH:16]=[CH:17][CH:18]=2)=[O:10])[CH2:5][CH2:4]1)([C:28]([CH3:31])([CH3:30])[CH3:29])([CH3:27])[CH3:26]. The yield is 0.0300.